From a dataset of Peptide-MHC class II binding affinity with 134,281 pairs from IEDB. Regression. Given a peptide amino acid sequence and an MHC pseudo amino acid sequence, predict their binding affinity value. This is MHC class II binding data. (1) The peptide sequence is FKAAVAAAANAPPAD. The MHC is DRB1_0901 with pseudo-sequence DRB1_0901. The binding affinity (normalized) is 0.173. (2) The peptide sequence is QNSSFIIDGPNTPEC. The MHC is DRB1_0701 with pseudo-sequence DRB1_0701. The binding affinity (normalized) is 0.163. (3) The peptide sequence is GAMVATNFFGINTIP. The MHC is DRB1_0802 with pseudo-sequence DRB1_0802. The binding affinity (normalized) is 0.0554.